This data is from Forward reaction prediction with 1.9M reactions from USPTO patents (1976-2016). The task is: Predict the product of the given reaction. (1) Given the reactants [Si:1]([O:18][C@@H:19]1[C@H:23]([CH2:24]/[CH:25]=[CH:26]\[CH2:27][CH2:28][CH2:29][C:30]([O:32][CH3:33])=[O:31])[C@@H:22](/[CH:34]=[CH:35]/[C:36]([O:43][Si:44]([C:57]([CH3:60])([CH3:59])[CH3:58])([C:51]2[CH:56]=[CH:55][CH:54]=[CH:53][CH:52]=2)[C:45]2[CH:50]=[CH:49][CH:48]=[CH:47][CH:46]=2)([CH3:42])[CH2:37][CH2:38][CH2:39][CH2:40][CH3:41])[C@H:21]([OH:61])[CH2:20]1)([C:14]([CH3:17])([CH3:16])[CH3:15])([C:8]1[CH:13]=[CH:12][CH:11]=[CH:10][CH:9]=1)[C:2]1[CH:7]=[CH:6][CH:5]=[CH:4][CH:3]=1.CC(C)=O.OS(O)(=O)=O.O=[Cr](=O)=O, predict the reaction product. The product is: [Si:1]([O:18][C@@H:19]1[C@H:23]([CH2:24]/[CH:25]=[CH:26]\[CH2:27][CH2:28][CH2:29][C:30]([O:32][CH3:33])=[O:31])[C@@H:22](/[CH:34]=[CH:35]/[C:36]([O:43][Si:44]([C:57]([CH3:60])([CH3:59])[CH3:58])([C:45]2[CH:46]=[CH:47][CH:48]=[CH:49][CH:50]=2)[C:51]2[CH:56]=[CH:55][CH:54]=[CH:53][CH:52]=2)([CH3:42])[CH2:37][CH2:38][CH2:39][CH2:40][CH3:41])[C:21](=[O:61])[CH2:20]1)([C:14]([CH3:15])([CH3:16])[CH3:17])([C:2]1[CH:7]=[CH:6][CH:5]=[CH:4][CH:3]=1)[C:8]1[CH:13]=[CH:12][CH:11]=[CH:10][CH:9]=1. (2) Given the reactants FC(F)(F)C(O)=O.C1(SC)C=CC=CC=1.[CH:16]1([NH:19][C:20]2[N:25]=[C:24]([NH:26][C:27]3[CH:32]=[CH:31][C:30]([N:33]4[CH2:38][CH2:37][N:36]([CH3:39])[CH2:35][CH2:34]4)=[CH:29][CH:28]=3)[N:23]=[C:22]3[N:40](CC4C=CC(OC)=CC=4OC)[N:41]=[C:42]([S:43]([CH3:46])(=[O:45])=[O:44])[C:21]=23)[CH2:18][CH2:17]1, predict the reaction product. The product is: [CH:16]1([NH:19][C:20]2[N:25]=[C:24]([NH:26][C:27]3[CH:28]=[CH:29][C:30]([N:33]4[CH2:38][CH2:37][N:36]([CH3:39])[CH2:35][CH2:34]4)=[CH:31][CH:32]=3)[N:23]=[C:22]3[NH:40][N:41]=[C:42]([S:43]([CH3:46])(=[O:44])=[O:45])[C:21]=23)[CH2:17][CH2:18]1. (3) Given the reactants [CH2:1]([O:4][CH2:5][C@H:6]1[O:10][N:9]=[C:8]([C:11]2[CH:16]=[CH:15][C:14](Br)=[CH:13][N:12]=2)[CH2:7]1)[CH:2]=[CH2:3].[F:18][C:19]1[CH:20]=[C:21]([N:34]2[CH2:38][C@H:37]([CH2:39][N:40]3[CH:44]=[CH:43][N:42]=[N:41]3)[O:36][C:35]2=[O:45])[CH:22]=[CH:23][C:24]=1B1OC(C)(C)C(C)(C)O1.C(=O)([O-])[O-].[K+].[K+], predict the reaction product. The product is: [CH2:1]([O:4][CH2:5][C@H:6]1[O:10][N:9]=[C:8]([C:11]2[N:12]=[CH:13][C:14]([C:24]3[CH:23]=[CH:22][C:21]([N:34]4[CH2:38][C@H:37]([CH2:39][N:40]5[CH:44]=[CH:43][N:42]=[N:41]5)[O:36][C:35]4=[O:45])=[CH:20][C:19]=3[F:18])=[CH:15][CH:16]=2)[CH2:7]1)[CH:2]=[CH2:3]. (4) Given the reactants [Cl:1][C:2]1[CH:11]=[C:10]([C:12](=[O:14])[CH3:13])[C:9]([N:15]2[CH2:20][CH2:19][NH:18][CH2:17][CH2:16]2)=[C:8]2[C:3]=1[CH:4]=[CH:5][CH:6]=[N:7]2.[CH3:21][N:22]1[CH:26]=[CH:25][C:24]([C:27](Cl)=[O:28])=[N:23]1.C(N(CC)CC)C, predict the reaction product. The product is: [Cl:1][C:2]1[CH:11]=[C:10]([C:12](=[O:14])[CH3:13])[C:9]([N:15]2[CH2:16][CH2:17][N:18]([C:27]([C:24]3[CH:25]=[CH:26][N:22]([CH3:21])[N:23]=3)=[O:28])[CH2:19][CH2:20]2)=[C:8]2[C:3]=1[CH:4]=[CH:5][CH:6]=[N:7]2. (5) Given the reactants [F:1][C:2]([F:36])([F:35])[C:3]1[CH:4]=[C:5]([C:13]([CH3:34])([CH3:33])[C:14]([N:16]([C:18]2[CH:19]=[N:20][C:21](Cl)=[CH:22][C:23]=2[C:24]2[C:25]([CH3:31])=[N:26][C:27]([F:30])=[CH:28][CH:29]=2)[CH3:17])=[O:15])[CH:6]=[C:7]([C:9]([F:12])([F:11])[F:10])[CH:8]=1.CC([Si](C)(C)[O:42][CH2:43][C@@H:44]1[CH2:53][N:52]2[C@H:47]([CH2:48][O:49][CH2:50][CH2:51]2)[CH2:46][NH:45]1)(C)C.[Cl-].[OH-].[Na+], predict the reaction product. The product is: [F:1][C:2]([F:36])([F:35])[C:3]1[CH:4]=[C:5]([C:13]([CH3:34])([CH3:33])[C:14]([N:16]([C:18]2[CH:19]=[N:20][C:21]([N:45]3[C@H:44]([CH2:43][OH:42])[CH2:53][N:52]4[C@H:47]([CH2:48][O:49][CH2:50][CH2:51]4)[CH2:46]3)=[CH:22][C:23]=2[C:24]2[C:25]([CH3:31])=[N:26][C:27]([F:30])=[CH:28][CH:29]=2)[CH3:17])=[O:15])[CH:6]=[C:7]([C:9]([F:12])([F:11])[F:10])[CH:8]=1.